Predict the product of the given reaction. From a dataset of Forward reaction prediction with 1.9M reactions from USPTO patents (1976-2016). Given the reactants [ClH:1].[CH3:2][O:3][CH2:4][CH2:5][O:6][C@@H:7]1[CH2:12][CH2:11][CH2:10][N:9]([CH2:13][C@@H:14]2[CH2:19][CH2:18][CH2:17][CH2:16][C@H:15]2[NH:20]C(=O)OC(C)(C)C)[CH2:8]1, predict the reaction product. The product is: [ClH:1].[CH3:2][O:3][CH2:4][CH2:5][O:6][C@@H:7]1[CH2:12][CH2:11][CH2:10][N:9]([CH2:13][C@@H:14]2[CH2:19][CH2:18][CH2:17][CH2:16][C@H:15]2[NH2:20])[CH2:8]1.